Dataset: Forward reaction prediction with 1.9M reactions from USPTO patents (1976-2016). Task: Predict the product of the given reaction. (1) Given the reactants C(Cl)(=O)C(Cl)=O.CS(C)=O.[CH2:11]([O:18][C:19]([N:21]1[CH2:26][CH2:25][C@@H:24]([O:27][C:28]2[CH:33]=[CH:32][CH:31]=[C:30]([CH3:34])[C:29]=2[CH3:35])[C@H:23]([OH:36])[CH2:22]1)=[O:20])[C:12]1[CH:17]=[CH:16][CH:15]=[CH:14][CH:13]=1.C(N(CC)CC)C, predict the reaction product. The product is: [CH3:35][C:29]1[C:30]([CH3:34])=[CH:31][CH:32]=[CH:33][C:28]=1[O:27][CH:24]1[CH2:25][CH2:26][N:21]([C:19]([O:18][CH2:11][C:12]2[CH:17]=[CH:16][CH:15]=[CH:14][CH:13]=2)=[O:20])[CH2:22][C:23]1=[O:36]. (2) Given the reactants C[O:2][C:3](=[O:38])[C@H:4]([NH:20][S:21]([C:24]1[CH:29]=[CH:28][C:27]([C:30]2[CH:35]=[CH:34][C:33]([S:36][CH3:37])=[CH:32][CH:31]=2)=[CH:26][CH:25]=1)(=[O:23])=[O:22])[C@H:5]([O:11][CH2:12][C:13]1[CH:18]=[CH:17][C:16]([CH3:19])=[CH:15][CH:14]=1)[C:6]1[S:7][CH:8]=[CH:9][N:10]=1.COC(=O)[C@H](NS(C1C=CC(Br)=CC=1)(=O)=O)[C@H](OCC1C=CC(C)=CC=1)C1SC=CN=1.CCO.C([O-])([O-])=O.[Na+].[Na+], predict the reaction product. The product is: [CH3:19][C:16]1[CH:15]=[CH:14][C:13]([CH2:12][O:11][C@H:5]([C:6]2[S:7][CH:8]=[CH:9][N:10]=2)[C@@H:4]([NH:20][S:21]([C:24]2[CH:25]=[CH:26][C:27]([C:30]3[CH:35]=[CH:34][C:33]([S:36][CH3:37])=[CH:32][CH:31]=3)=[CH:28][CH:29]=2)(=[O:22])=[O:23])[C:3]([OH:38])=[O:2])=[CH:18][CH:17]=1. (3) Given the reactants C([O:5][C:6](=[O:35])[CH2:7][N:8]1[C:16]2[C:11](=[CH:12][CH:13]=[C:14]([C:17]([O:19][CH3:20])=[O:18])[CH:15]=2)[C:10]([CH:21]2[CH2:26][CH2:25][CH2:24][CH2:23][CH2:22]2)=[C:9]1[C:27]1[CH:32]=[CH:31][C:30]([O:33][CH3:34])=[CH:29][CH:28]=1)(C)(C)C.C(Cl)Cl.C(O)(C(F)(F)F)=O, predict the reaction product. The product is: [CH:21]1([C:10]2[C:11]3[C:16](=[CH:15][C:14]([C:17]([O:19][CH3:20])=[O:18])=[CH:13][CH:12]=3)[N:8]([CH2:7][C:6]([OH:35])=[O:5])[C:9]=2[C:27]2[CH:32]=[CH:31][C:30]([O:33][CH3:34])=[CH:29][CH:28]=2)[CH2:26][CH2:25][CH2:24][CH2:23][CH2:22]1. (4) Given the reactants C1(C)C=CC=CC=1.[H-].[Li+].COCCO[Al+]OCCOC.[H-].[CH2:22]([S:29][CH:30]([CH2:46][CH2:47][C:48]1[CH:53]=[CH:52][CH:51]=[CH:50][CH:49]=1)[CH:31]([CH2:37][S:38][CH2:39][C:40]1[CH:45]=[CH:44][CH:43]=[CH:42][CH:41]=1)[NH:32]S(C)(=O)=O)[C:23]1[CH:28]=[CH:27][CH:26]=[CH:25][CH:24]=1.[OH-].[Na+], predict the reaction product. The product is: [CH2:22]([S:29][CH:30]([CH2:46][CH2:47][C:48]1[CH:49]=[CH:50][CH:51]=[CH:52][CH:53]=1)[CH:31]([CH2:37][S:38][CH2:39][C:40]1[CH:41]=[CH:42][CH:43]=[CH:44][CH:45]=1)[NH2:32])[C:23]1[CH:24]=[CH:25][CH:26]=[CH:27][CH:28]=1. (5) The product is: [NH2:7][C:8]1[S:9][C:10]([N:1]2[CH2:6][CH2:5][O:4][CH2:3][CH2:2]2)=[N:11][N:12]=1. Given the reactants [NH:1]1[CH2:6][CH2:5][O:4][CH2:3][CH2:2]1.[NH2:7][C:8]1[S:9][C:10](Cl)=[N:11][N:12]=1, predict the reaction product. (6) The product is: [C:1]1([O:11][CH2:12][CH2:13][CH2:14][CH2:15][CH2:16][O:17][C:18]2[CH:27]=[CH:26][CH:25]=[C:24]3[C:19]=2[CH2:20][CH2:21][CH2:22][NH:23]3)[C:10]2[C:5](=[CH:6][CH:7]=[CH:8][CH:9]=2)[CH:4]=[CH:3][CH:2]=1. Given the reactants [C:1]1([O:11][CH2:12][CH2:13][CH2:14][CH2:15][CH2:16][O:17][C:18]2[CH:27]=[CH:26][CH:25]=[C:24]3[C:19]=2[CH:20]=[CH:21][CH:22]=[N:23]3)[C:10]2[C:5](=[CH:6][CH:7]=[CH:8][CH:9]=2)[CH:4]=[CH:3][CH:2]=1.[BH4-].[Na+].[Cl-].[NH4+], predict the reaction product. (7) Given the reactants [Br:1][C:2]1[CH:7]=[CH:6][C:5]([C:8]2[N:12]([CH2:13][C@@H:14]3[CH2:18][CH2:17][N:16]([C:19]([O:21]C(C)(C)C)=O)[CH2:15]3)[CH:11]=[N:10][N:9]=2)=[CH:4][CH:3]=1.Cl.O1CCOCC1.CCN([CH:39]([CH3:41])[CH3:40])C(C)C.C1(C(Cl)=O)CC1, predict the reaction product. The product is: [Br:1][C:2]1[CH:3]=[CH:4][C:5]([C:8]2[N:12]([CH2:13][C@@H:14]3[CH2:18][CH2:17][N:16]([C:19]([CH:39]4[CH2:41][CH2:40]4)=[O:21])[CH2:15]3)[CH:11]=[N:10][N:9]=2)=[CH:6][CH:7]=1.